From a dataset of Full USPTO retrosynthesis dataset with 1.9M reactions from patents (1976-2016). Predict the reactants needed to synthesize the given product. (1) Given the product [C:1]([C:5]1[CH:13]=[CH:12][C:8]([C:9]([NH:29][NH2:30])=[O:10])=[CH:7][CH:6]=1)([CH3:4])([CH3:3])[CH3:2], predict the reactants needed to synthesize it. The reactants are: [C:1]([C:5]1[CH:13]=[CH:12][C:8]([C:9](O)=[O:10])=[CH:7][CH:6]=1)([CH3:4])([CH3:3])[CH3:2].CN1CCOCC1.ClC(OCC(C)C)=O.[NH2:29][NH2:30]. (2) Given the product [CH2:17]([N:7]1[CH2:8][C@@H:9]([C:10]2[CH:11]=[CH:12][C:13]([Cl:16])=[CH:14][CH:15]=2)[C@H:5]([NH:4][CH3:3])[CH2:6]1)[C:18]1[CH:19]=[CH:20][CH:21]=[CH:22][CH:23]=1, predict the reactants needed to synthesize it. The reactants are: CO[C:3](=O)[NH:4][C@H:5]1[C@H:9]([C:10]2[CH:15]=[CH:14][C:13]([Cl:16])=[CH:12][CH:11]=2)[CH2:8][N:7]([CH2:17][C:18]2[CH:23]=[CH:22][CH:21]=[CH:20][CH:19]=2)[CH2:6]1.